This data is from Reaction yield outcomes from USPTO patents with 853,638 reactions. The task is: Predict the reaction yield, written as a fraction of the theoretical maximum amount of product (1.0 means a 100% yield; for example, 0.34 means a 34% yield). (1) The reactants are [NH2:1][C:2]1[CH:32]=[CH:31][CH:30]=[CH:29][C:3]=1[CH2:4][NH:5][C:6]([C:8]1[N:9]=[C:10]2[N:15]([C:16](=[O:26])[C:17]=1[O:18]CC1C=CC=CC=1)[CH2:14][CH2:13][O:12][C:11]2([CH3:28])[CH3:27])=[O:7].[C:33]1(=O)[O:38][C:36](=[O:37])[CH:35]=[CH:34]1. The catalyst is C(O)(=O)C. The product is [O:37]=[C:36]1[CH:35]=[CH:34][C:33](=[O:38])[N:1]1[C:2]1[CH:32]=[CH:31][CH:30]=[CH:29][C:3]=1[CH2:4][NH:5][C:6]([C:8]1[N:9]=[C:10]2[N:15]([C:16](=[O:26])[C:17]=1[OH:18])[CH2:14][CH2:13][O:12][C:11]2([CH3:28])[CH3:27])=[O:7]. The yield is 0.270. (2) The yield is 0.830. The product is [C:1]([O:5][C:6]([N:8]1[CH2:13][CH2:12][CH:11]([C:14]2[N:15]([CH2:27][CH2:28][N:29]([C:32]([O:34][CH2:35][C:36]3[CH:41]=[CH:40][CH:39]=[CH:38][CH:37]=3)=[O:33])[CH3:30])[CH:16]=[C:17]([C:19]3[CH:24]=[CH:23][C:22]([F:25])=[C:21]([Cl:26])[CH:20]=3)[N:18]=2)[CH2:10][CH2:9]1)=[O:7])([CH3:4])([CH3:3])[CH3:2]. The catalyst is C(Cl)Cl. The reactants are [C:1]([O:5][C:6]([N:8]1[CH2:13][CH2:12][CH:11]([C:14]2[N:15]([CH2:27][CH2:28][NH:29][CH3:30])[CH:16]=[C:17]([C:19]3[CH:24]=[CH:23][C:22]([F:25])=[C:21]([Cl:26])[CH:20]=3)[N:18]=2)[CH2:10][CH2:9]1)=[O:7])([CH3:4])([CH3:3])[CH3:2].Cl[C:32]([O:34][CH2:35][C:36]1[CH:41]=[CH:40][CH:39]=[CH:38][CH:37]=1)=[O:33].CCN(C(C)C)C(C)C. (3) The reactants are [NH2:1][C:2]1[CH:10]=[CH:9][C:8]([Cl:11])=[CH:7][C:3]=1[C:4]([OH:6])=O.[NH2:12][CH2:13][CH2:14][CH2:15][C@H:16]1[O:20][C:19](=[O:21])[N:18]([C:22]2[CH:23]=[CH:24][C:25]3[S:30][CH2:29][C:28](=[O:31])[NH:27][C:26]=3[CH:32]=2)[CH2:17]1. No catalyst specified. The product is [NH2:1][C:2]1[CH:10]=[CH:9][C:8]([Cl:11])=[CH:7][C:3]=1[C:4]([NH:12][CH2:13][CH2:14][CH2:15][C@H:16]1[O:20][C:19](=[O:21])[N:18]([C:22]2[CH:23]=[CH:24][C:25]3[S:30][CH2:29][C:28](=[O:31])[NH:27][C:26]=3[CH:32]=2)[CH2:17]1)=[O:6]. The yield is 0.730.